Dataset: Catalyst prediction with 721,799 reactions and 888 catalyst types from USPTO. Task: Predict which catalyst facilitates the given reaction. Reactant: [Cl:1][C:2]1[CH:7]=[CH:6][N:5]=[C:4]([C@@H:8]([NH:12][S@](C(C)(C)C)=O)[CH2:9][CH:10]=[CH2:11])[CH:3]=1.Cl.CCN(CC)CC.[O:27](C(OC(C)(C)C)=O)[C:28]([O:30][C:31]([CH3:34])([CH3:33])[CH3:32])=O. Product: [Cl:1][C:2]1[CH:7]=[CH:6][N:5]=[C:4]([C@@H:8]([NH:12][C:28](=[O:27])[O:30][C:31]([CH3:34])([CH3:33])[CH3:32])[CH2:9][CH:10]=[CH2:11])[CH:3]=1. The catalyst class is: 138.